This data is from Catalyst prediction with 721,799 reactions and 888 catalyst types from USPTO. The task is: Predict which catalyst facilitates the given reaction. (1) Reactant: C(O)(C(F)(F)F)=O.C([O:15][C:16]1[CH:34]=[CH:33][C:19]([CH2:20][C:21]2[O:25][N:24]=[C:23]([C:26]3[C:27]([NH2:32])=[N:28][CH:29]=[CH:30][CH:31]=3)[N:22]=2)=[CH:18][CH:17]=1)C1C=CC=CC=1.C1(SC)C=CC=CC=1.C(=O)([O-])O.[Na+]. Product: [NH2:32][C:27]1[C:26]([C:23]2[N:22]=[C:21]([CH2:20][C:19]3[CH:18]=[CH:17][C:16]([OH:15])=[CH:34][CH:33]=3)[O:25][N:24]=2)=[CH:31][CH:30]=[CH:29][N:28]=1. The catalyst class is: 6. (2) Product: [F:23][CH:22]([F:24])[C:21]1[C:15]([C:16]([O:18][CH2:19][CH3:20])=[O:17])=[CH:14][N:4]=[C:3]([C:2]([F:10])([F:1])[C:6]([F:9])([F:8])[F:7])[N:5]=1. The catalyst class is: 8. Reactant: [F:1][C:2]([F:10])([C:6]([F:9])([F:8])[F:7])[C:3](=[NH:5])[NH2:4].C(O[CH:14]=[C:15]([C:21](=O)[CH:22]([F:24])[F:23])[C:16]([O:18][CH2:19][CH3:20])=[O:17])C.CC[O-].[Na+]. (3) Reactant: NC1C(C(OCC)=O)=NOC=1C1C=CC=C(/C=C/CO)C=1.[OH:22][C:23]1[CH:32]=[CH:31][CH:30]=[C:29](O)[C:24]=1C(OC)=O.[CH:34]1[CH:39]=[CH:38][C:37]([P:40]([C:47]2[CH:52]=[CH:51][CH:50]=[CH:49][CH:48]=2)[C:41]2[CH:46]=[CH:45][CH:44]=[CH:43][CH:42]=2)=[CH:36][CH:35]=1.CCOC(/N=N/C(OCC)=O)=O. Product: [C:23]1([O-:22])[CH:32]=[CH:31][CH:30]=[CH:29][CH:24]=1.[CH:50]1[CH:49]=[CH:48][C:47]([P:40]([C:41]2[CH:46]=[CH:45][CH:44]=[CH:43][CH:42]=2)[C:37]2[CH:38]=[CH:39][CH:34]=[CH:35][CH:36]=2)=[CH:52][CH:51]=1. The catalyst class is: 1. (4) Reactant: C([N:3](CC)CC)C.F[P-](F)(F)(F)(F)F.N1(OC(N(C)C)=[N+](C)C)C2N=CC=CC=2N=N1.[C:32]([C:34]1[CH:39]=[CH:38][C:37]([CH:40]2[N:45]([CH2:46][C:47](O)=[O:48])[C:44](=[O:50])[N:43]([C:51]3[CH:56]=[CH:55][CH:54]=[C:53]([C:57]([F:60])([F:59])[F:58])[CH:52]=3)[C:42]3[CH2:61][CH2:62][NH:63][C:64](=[O:65])[C:41]2=3)=[CH:36][CH:35]=1)#[N:33].N. Product: [C:32]([C:34]1[CH:39]=[CH:38][C:37]([CH:40]2[N:45]([CH2:46][C:47]([NH2:3])=[O:48])[C:44](=[O:50])[N:43]([C:51]3[CH:56]=[CH:55][CH:54]=[C:53]([C:57]([F:58])([F:59])[F:60])[CH:52]=3)[C:42]3[CH2:61][CH2:62][NH:63][C:64](=[O:65])[C:41]2=3)=[CH:36][CH:35]=1)#[N:33]. The catalyst class is: 9. (5) Reactant: [NH2:1][CH2:2][C:3]1[C:4]([NH:19][C@H:20]([C:22]2[CH:27]=[CH:26][C:25]([F:28])=[CH:24][CH:23]=2)[CH3:21])=[N:5][C:6]([NH:10][C:11]2[CH:15]=[C:14]([CH:16]3[CH2:18][CH2:17]3)[NH:13][N:12]=2)=[C:7]([F:9])[CH:8]=1.[O:29]1[CH2:34][CH2:33][N:32]([CH2:35][C:36](O)=[O:37])[CH2:31][CH2:30]1.CN(C(ON1N=NC2C=CC=CC1=2)=[N+](C)C)C.F[P-](F)(F)(F)(F)F.CCN(C(C)C)C(C)C. Product: [CH:16]1([C:14]2[NH:13][N:12]=[C:11]([NH:10][C:6]3[N:5]=[C:4]([NH:19][C@H:20]([C:22]4[CH:23]=[CH:24][C:25]([F:28])=[CH:26][CH:27]=4)[CH3:21])[C:3]([CH2:2][NH:1][C:36](=[O:37])[CH2:35][N:32]4[CH2:33][CH2:34][O:29][CH2:30][CH2:31]4)=[CH:8][C:7]=3[F:9])[CH:15]=2)[CH2:18][CH2:17]1. The catalyst class is: 2.